From a dataset of Full USPTO retrosynthesis dataset with 1.9M reactions from patents (1976-2016). Predict the reactants needed to synthesize the given product. (1) Given the product [O:33]=[S:30]1(=[O:34])[CH2:31][CH2:32][N:27]([C:4]([C:6]2[N:7]=[N:8][C:9]([O:12][CH2:13][C:14]3[C:15]([C:20]4[CH:21]=[CH:22][C:23]([F:26])=[CH:24][CH:25]=4)=[N:16][O:17][C:18]=3[CH3:19])=[CH:10][CH:11]=2)=[O:5])[CH2:28][CH2:29]1, predict the reactants needed to synthesize it. The reactants are: C(O[C:4]([C:6]1[N:7]=[N:8][C:9]([O:12][CH2:13][C:14]2[C:15]([C:20]3[CH:25]=[CH:24][C:23]([F:26])=[CH:22][CH:21]=3)=[N:16][O:17][C:18]=2[CH3:19])=[CH:10][CH:11]=1)=[O:5])C.[NH:27]1[CH2:32][CH2:31][S:30](=[O:34])(=[O:33])[CH2:29][CH2:28]1. (2) Given the product [CH3:42][N:43]([CH3:49])[CH2:44][CH2:45][CH2:46][N:47]([CH3:48])[C:37](=[O:36])[O:23][CH:12]([CH:11]([CH2:1][CH2:2][CH2:3]/[CH:4]=[CH:5]\[CH2:6][CH2:7][CH2:8][CH2:9][CH3:10])[CH2:24][CH2:25][CH2:26]/[CH:27]=[CH:28]\[CH2:29][CH2:30][CH2:31][CH2:32][CH3:33])[CH2:13][CH2:14][CH2:15]/[CH:16]=[CH:17]\[CH2:18][CH2:19][CH2:20][CH2:21][CH3:22], predict the reactants needed to synthesize it. The reactants are: [CH2:1]([CH:11]([CH2:24][CH2:25][CH2:26]/[CH:27]=[CH:28]\[CH2:29][CH2:30][CH2:31][CH2:32][CH3:33])[CH:12]([OH:23])[CH2:13][CH2:14][CH2:15]/[CH:16]=[CH:17]\[CH2:18][CH2:19][CH2:20][CH2:21][CH3:22])[CH2:2][CH2:3]/[CH:4]=[CH:5]\[CH2:6][CH2:7][CH2:8][CH2:9][CH3:10].O=C(Cl)[O:36][C:37](Cl)(Cl)Cl.[CH3:42][N:43]([CH3:49])[CH2:44][CH2:45][CH2:46][NH:47][CH3:48]. (3) Given the product [CH2:10]=[C:2]1[C:3](=[O:9])[CH:4]2[CH2:7][CH2:8][N:1]1[CH2:6][CH2:5]2, predict the reactants needed to synthesize it. The reactants are: [N:1]12[CH2:8][CH2:7][CH:4]([CH2:5][CH2:6]1)[C:3](=[O:9])[CH2:2]2.[CH3:10]NC.C=O.C(O)C.